This data is from NCI-60 drug combinations with 297,098 pairs across 59 cell lines. The task is: Regression. Given two drug SMILES strings and cell line genomic features, predict the synergy score measuring deviation from expected non-interaction effect. (1) Drug 1: CCC1=CC2CC(C3=C(CN(C2)C1)C4=CC=CC=C4N3)(C5=C(C=C6C(=C5)C78CCN9C7C(C=CC9)(C(C(C8N6C)(C(=O)OC)O)OC(=O)C)CC)OC)C(=O)OC.C(C(C(=O)O)O)(C(=O)O)O. Drug 2: CC12CCC3C(C1CCC2O)C(CC4=C3C=CC(=C4)O)CCCCCCCCCS(=O)CCCC(C(F)(F)F)(F)F. Synergy scores: CSS=37.5, Synergy_ZIP=-3.76, Synergy_Bliss=-0.0629, Synergy_Loewe=-17.1, Synergy_HSA=0.164. Cell line: IGROV1. (2) Cell line: OVCAR3. Drug 1: CN1C(=O)N2C=NC(=C2N=N1)C(=O)N. Synergy scores: CSS=10.9, Synergy_ZIP=0.677, Synergy_Bliss=1.08, Synergy_Loewe=-8.01, Synergy_HSA=-1.84. Drug 2: CCC1=C2CN3C(=CC4=C(C3=O)COC(=O)C4(CC)O)C2=NC5=C1C=C(C=C5)O. (3) Drug 1: C1=CC(=CC=C1CCC2=CNC3=C2C(=O)NC(=N3)N)C(=O)NC(CCC(=O)O)C(=O)O. Drug 2: CC1=C(C=C(C=C1)NC(=O)C2=CC=C(C=C2)CN3CCN(CC3)C)NC4=NC=CC(=N4)C5=CN=CC=C5. Cell line: BT-549. Synergy scores: CSS=11.9, Synergy_ZIP=-0.0804, Synergy_Bliss=5.94, Synergy_Loewe=-5.44, Synergy_HSA=1.94. (4) Drug 1: CC(CN1CC(=O)NC(=O)C1)N2CC(=O)NC(=O)C2. Drug 2: CC(C)NC(=O)C1=CC=C(C=C1)CNNC.Cl. Cell line: PC-3. Synergy scores: CSS=15.1, Synergy_ZIP=-2.37, Synergy_Bliss=1.33, Synergy_Loewe=-3.70, Synergy_HSA=-1.60.